Dataset: Forward reaction prediction with 1.9M reactions from USPTO patents (1976-2016). Task: Predict the product of the given reaction. (1) Given the reactants [C:1]([O:5][C:6]([N:8]1[CH2:13][CH2:12][CH2:11][C@H:10]([NH:14][C:15]([C:17]2[C:21]([NH:22][C:23]([NH2:25])=[O:24])=[CH:20][N:19]([C:26]3[CH:31]=[CH:30][CH:29]=[C:28]([F:32])[CH:27]=3)[CH:18]=2)=[O:16])[CH2:9]1)=[O:7])([CH3:4])([CH3:3])[CH3:2].N[CH2:34][CH2:35][CH2:36][OH:37].C(OCC)(=O)C, predict the reaction product. The product is: [C:1]([O:5][C:6]([N:8]1[CH2:13][CH2:12][CH2:11][C@H:10]([NH:14][C:15]([C:17]2[C:21]([NH:22][C:23]([NH:25][CH2:34][CH2:35][CH2:36][OH:37])=[O:24])=[CH:20][N:19]([C:26]3[CH:31]=[CH:30][CH:29]=[C:28]([F:32])[CH:27]=3)[CH:18]=2)=[O:16])[CH2:9]1)=[O:7])([CH3:4])([CH3:2])[CH3:3]. (2) Given the reactants [F:1][C:2]1[CH:8]=[CH:7][C:5]([NH2:6])=[C:4]([O:9][CH:10]([CH3:12])[CH3:11])[CH:3]=1.Cl.Cl[C:15]1[C:16]2[C:23]([CH3:24])=[C:22]([S:25]([NH:28][CH2:29][CH2:30][CH2:31][N:32]([CH3:34])[CH3:33])(=[O:27])=[O:26])[S:21][C:17]=2[N:18]=[CH:19][N:20]=1.O.[OH-].[NH4+], predict the reaction product. The product is: [CH3:34][N:32]([CH3:33])[CH2:31][CH2:30][CH2:29][NH:28][S:25]([C:22]1[S:21][C:17]2[N:18]=[CH:19][N:20]=[C:15]([NH:6][C:5]3[CH:7]=[CH:8][C:2]([F:1])=[CH:3][C:4]=3[O:9][CH:10]([CH3:12])[CH3:11])[C:16]=2[C:23]=1[CH3:24])(=[O:27])=[O:26]. (3) Given the reactants [BH4-].[Na+].[O:3]=[C:4]1[CH2:8][CH2:7][CH:6]([C:9]([O:11][CH3:12])=[O:10])[CH2:5]1, predict the reaction product. The product is: [OH:3][CH:4]1[CH2:8][CH2:7][CH:6]([C:9]([O:11][CH3:12])=[O:10])[CH2:5]1. (4) Given the reactants [CH3:1][S:2](Cl)(=[O:4])=[O:3].[Br:6][C:7]1[CH:12]=[C:11]([NH2:13])[C:10]([I:14])=[CH:9][N:8]=1.C(N(CC)CC)C, predict the reaction product. The product is: [Br:6][C:7]1[CH:12]=[C:11]([NH:13][S:2]([CH3:1])(=[O:4])=[O:3])[C:10]([I:14])=[CH:9][N:8]=1. (5) Given the reactants [Cl:1][C:2]1[CH:3]=[C:4]([NH:11][NH2:12])[C:5]([S:8][CH2:9][CH3:10])=[N:6][CH:7]=1.[NH2:13][C:14]1[C:22]([Br:23])=[CH:21][CH:20]=[CH:19][C:15]=1[C:16](O)=[O:17].BrC1C(C)=CC(C(NNC2C=C(Cl)C=CC=2SCC)=O)=C([N+]([O-])=O)C=1, predict the reaction product. The product is: [NH2:13][C:14]1[C:22]([Br:23])=[CH:21][CH:20]=[CH:19][C:15]=1[C:16]([NH:12][NH:11][C:4]1[C:5]([S:8][CH2:9][CH3:10])=[N:6][CH:7]=[C:2]([Cl:1])[CH:3]=1)=[O:17]. (6) Given the reactants Cl[C:2]1[N:7]=[CH:6][N:5]=[C:4]([NH:8][C:9]2[CH:14]=[CH:13][C:12]([Cl:15])=[CH:11][CH:10]=2)[C:3]=1[NH2:16].[NH:17]1[CH2:21][CH2:20][CH2:19][CH2:18]1, predict the reaction product. The product is: [Cl:15][C:12]1[CH:13]=[CH:14][C:9]([NH:8][C:4]2[C:3]([NH2:16])=[C:2]([N:17]3[CH2:21][CH2:20][CH2:19][CH2:18]3)[N:7]=[CH:6][N:5]=2)=[CH:10][CH:11]=1. (7) The product is: [Br:11][C:12]1[CH:13]=[C:14]([NH:15][C:2]2[N:10]=[CH:9][N:8]=[C:7]3[C:3]=2[NH:4][CH:5]=[N:6]3)[CH:16]=[CH:17][CH:18]=1. Given the reactants Cl[C:2]1[N:10]=[CH:9][N:8]=[C:7]2[C:3]=1[NH:4][CH:5]=[N:6]2.[Br:11][C:12]1[CH:13]=[C:14]([CH:16]=[CH:17][CH:18]=1)[NH2:15], predict the reaction product. (8) Given the reactants [CH2:1]1[C:6]2[CH:7]=CC(NC(=O)OCC3C=CC=CC=3)=[CH:10][C:5]=2[CH2:4][CH2:3][O:2]1.CO.[O:24]([C:26]([CH3:29])(C)C)[Li].[C:30]([O:33][C@H:34]([CH2:40]Cl)[CH2:35][NH:36][C:37](=O)[CH3:38])(=[O:32])C.C[N:43](C=O)C, predict the reaction product. The product is: [CH2:1]1[C:6]2[CH:7]=[CH:38][C:37]([N:36]3[CH2:35][C@H:34]([CH2:40][CH2:29][C:26]([NH2:43])=[O:24])[O:33][C:30]3=[O:32])=[CH:10][C:5]=2[CH2:4][CH2:3][O:2]1.